From a dataset of Catalyst prediction with 721,799 reactions and 888 catalyst types from USPTO. Predict which catalyst facilitates the given reaction. (1) Reactant: [OH:1][C:2]1[CH:7]=[CH:6][CH:5]=[CH:4][C:3]=1[C:8]1[O:9][C:10]2[CH:18]=[CH:17][CH:16]=[CH:15][C:11]=2[C:12](=O)[N:13]=1.[NH:19]([C:21]1[CH:29]=[CH:28][C:24]([C:25]([OH:27])=[O:26])=[CH:23][CH:22]=1)[NH2:20]. The catalyst class is: 8. Product: [OH:1][C:2]1[CH:7]=[CH:6][CH:5]=[CH:4][C:3]=1[C:8]1[N:13]=[C:12]([C:11]2[CH:15]=[CH:16][CH:17]=[CH:18][C:10]=2[OH:9])[N:19]([C:21]2[CH:22]=[CH:23][C:24]([C:25]([OH:27])=[O:26])=[CH:28][CH:29]=2)[N:20]=1. (2) Reactant: [CH3:1][CH:2]([N:4]1[C:12](/[CH:13]=[CH:14]/[C@H:15]([OH:24])[CH2:16][C@H:17]([OH:23])[CH2:18][C:19]([O:21]C)=[O:20])=[C:11]([C:25]2[CH:30]=[CH:29][C:28]([F:31])=[CH:27][CH:26]=2)[C:10]2[C:5]1=[CH:6][CH:7]=[CH:8][CH:9]=2)[CH3:3].[OH-].[Na+:33].CC(C)=O. Product: [CH3:3][CH:2]([N:4]1[C:12](/[CH:13]=[CH:14]/[CH:15]([OH:24])[CH2:16][CH:17]([OH:23])[CH2:18][C:19]([O-:21])=[O:20])=[C:11]([C:25]2[CH:26]=[CH:27][C:28]([F:31])=[CH:29][CH:30]=2)[C:10]2[CH:9]=[CH:8][CH:7]=[CH:6][C:5]1=2)[CH3:1].[Na+:33]. The catalyst class is: 72. (3) Reactant: [Cl:1][C:2]1[C:7]([N:8]2[CH2:13][CH2:12][CH:11]([C:14]3[CH:19]=[CH:18][N:17]=[CH:16][CH:15]=3)[CH2:10][CH2:9]2)=[CH:6][N:5]=[N:4][C:3]=1[NH:20][NH:21][C:22](=O)[CH2:23][CH:24]1[CH2:26][CH2:25]1.P(Cl)(Cl)(Cl)=O. Product: [Cl:1][C:2]1[C:3]2[N:4]([C:22]([CH2:23][CH:24]3[CH2:26][CH2:25]3)=[N:21][N:20]=2)[N:5]=[CH:6][C:7]=1[N:8]1[CH2:13][CH2:12][CH:11]([C:14]2[CH:19]=[CH:18][N:17]=[CH:16][CH:15]=2)[CH2:10][CH2:9]1. The catalyst class is: 10. (4) Reactant: [NH2:1][CH2:2][C@@H:3]1[C@H:7]([OH:8])[CH2:6][N:5]([CH2:9][CH2:10][N:11]2[C:20]3[C:15](=[CH:16][CH:17]=[C:18]([O:21][CH3:22])[CH:19]=3)[CH:14]=[CH:13][C:12]2=[O:23])[CH2:4]1.[N:24]1[C:29]2[O:30][CH2:31][CH2:32][O:33][C:28]=2[CH:27]=[C:26]([CH:34]=O)[N:25]=1.C(=O)([O-])[O-].[Na+].[Na+].C(O[BH-](OC(=O)C)OC(=O)C)(=O)C.[Na+].C(Cl)[Cl:57]. Product: [ClH:57].[N:24]1[C:29]2[O:30][CH2:31][CH2:32][O:33][C:28]=2[CH:27]=[C:26]([CH2:34][NH:1][CH2:2][C@@H:3]2[C@H:7]([OH:8])[CH2:6][N:5]([CH2:9][CH2:10][N:11]3[C:20]4[C:15](=[CH:16][CH:17]=[C:18]([O:21][CH3:22])[CH:19]=4)[CH:14]=[CH:13][C:12]3=[O:23])[CH2:4]2)[N:25]=1. The catalyst class is: 5. (5) Reactant: Br[C:2]1[N:3]=[CH:4][C:5]([NH2:8])=[N:6][CH:7]=1.[CH:9]([Sn](CCCC)(CCCC)CCCC)=[CH2:10].[Li+].[Cl-].CCN(C(C)C)C(C)C.[F-].[K+]. Product: [CH:9]([C:2]1[N:3]=[CH:4][C:5]([NH2:8])=[N:6][CH:7]=1)=[CH2:10]. The catalyst class is: 128. (6) Reactant: C[O:2][C:3](=[O:27])/[CH:4]=[CH:5]/[C@@H:6]([NH:11][C:12]([C@@H:14]1[CH2:19][CH2:18][CH2:17][CH2:16][N:15]1[C:20]([O:22][C:23]([CH3:26])([CH3:25])[CH3:24])=[O:21])=[O:13])[CH2:7][CH:8]([CH3:10])[CH3:9].O.[Li+].[OH-]. Product: [CH3:26][C:23]([O:22][C:20]([N:15]1[CH2:16][CH2:17][CH2:18][CH2:19][C@H:14]1[C:12]([NH:11][C@@H:6]([CH2:7][CH:8]([CH3:10])[CH3:9])/[CH:5]=[CH:4]/[C:3]([OH:27])=[O:2])=[O:13])=[O:21])([CH3:24])[CH3:25]. The catalyst class is: 36. (7) Reactant: [Cl:1][C:2]1[C:3]2[CH:10]=[CH:9][NH:8][C:4]=2[N:5]=[CH:6][N:7]=1.[F:11][C:12](S([O-])=O)([F:14])[F:13].[Na+].C(OO)(C)(C)C.C([O-])(O)=O.[Na+]. Product: [Cl:1][C:2]1[C:3]2[CH:10]=[C:9]([C:12]([F:14])([F:13])[F:11])[NH:8][C:4]=2[N:5]=[CH:6][N:7]=1. The catalyst class is: 232. (8) Reactant: C(N1CCN(C2C=CC(N)=CC=2)CC1)CC(C)C.[CH:19]([N:22]1[CH2:27][CH2:26][N:25]([C:28]2[CH:33]=[CH:32][C:31]([N+:34]([O-])=O)=[CH:30][CH:29]=2)[CH2:24][CH2:23]1)([CH3:21])[CH3:20].C(Cl)Cl. Product: [CH:19]([N:22]1[CH2:27][CH2:26][N:25]([C:28]2[CH:33]=[CH:32][C:31]([NH2:34])=[CH:30][CH:29]=2)[CH2:24][CH2:23]1)([CH3:21])[CH3:20]. The catalyst class is: 50. (9) Reactant: [Cl:1][C:2]1[CH:3]=[C:4]([NH:9][C:10]2[C:19]3[C:14](=[CH:15][CH:16]=[C:17]([NH:20][CH2:21][C:22]([O:24]CC)=[O:23])[CH:18]=3)[N:13]=[CH:12][C:11]=2[C:27]#[N:28])[CH:5]=[CH:6][C:7]=1[F:8].[OH-].[Li+]. Product: [Cl:1][C:2]1[CH:3]=[C:4]([NH:9][C:10]2[C:19]3[C:14](=[CH:15][CH:16]=[C:17]([NH:20][CH2:21][C:22]([OH:24])=[O:23])[CH:18]=3)[N:13]=[CH:12][C:11]=2[C:27]#[N:28])[CH:5]=[CH:6][C:7]=1[F:8]. The catalyst class is: 36.